This data is from Forward reaction prediction with 1.9M reactions from USPTO patents (1976-2016). The task is: Predict the product of the given reaction. (1) Given the reactants [NH2:1][CH2:2][C:3]1[CH2:8][N:7]([NH:9][C:10]([O:12][C:13]([CH3:16])([CH3:15])[CH3:14])=[O:11])[CH2:6][CH2:5][CH:4]=1.[O:17]1[C:22]2[CH:23]=[CH:24][C:25]([CH:27]=O)=[CH:26][C:21]=2[O:20][CH2:19][CH2:18]1.C(O[BH-](OC(=O)C)OC(=O)C)(=O)C.[Na+], predict the reaction product. The product is: [O:17]1[C:22]2[CH:23]=[CH:24][C:25]([CH2:27][NH:1][CH2:2][C:3]3[CH2:8][N:7]([NH:9][C:10]([O:12][C:13]([CH3:16])([CH3:15])[CH3:14])=[O:11])[CH2:6][CH2:5][CH:4]=3)=[CH:26][C:21]=2[O:20][CH2:19][CH2:18]1. (2) Given the reactants [F:1][C:2]1[C:3]([C:22]([NH:24][CH2:25][C:26]2([C:32]3[CH:37]=[CH:36][CH:35]=[CH:34][CH:33]=3)[CH2:31][CH2:30][NH:29][CH2:28][CH2:27]2)=[O:23])=[N:4][CH:5]=[CH:6][C:7]=1[S:8][C:9]1[S:13][C:12]([NH:14][C:15]2[CH:20]=[C:19]([CH3:21])[CH:18]=[CH:17][N:16]=2)=[N:11][CH:10]=1.[CH3:38][N:39]1[CH2:44][CH2:43][N:42]([C:45](Cl)=[O:46])[CH2:41][CH2:40]1, predict the reaction product. The product is: [F:1][C:2]1[C:3]([C:22]([NH:24][CH2:25][C:26]2([C:32]3[CH:33]=[CH:34][CH:35]=[CH:36][CH:37]=3)[CH2:27][CH2:28][N:29]([C:45]([N:42]3[CH2:43][CH2:44][N:39]([CH3:38])[CH2:40][CH2:41]3)=[O:46])[CH2:30][CH2:31]2)=[O:23])=[N:4][CH:5]=[CH:6][C:7]=1[S:8][C:9]1[S:13][C:12]([NH:14][C:15]2[CH:20]=[C:19]([CH3:21])[CH:18]=[CH:17][N:16]=2)=[N:11][CH:10]=1. (3) Given the reactants [CH3:1][O:2][C:3]1[C:8]([O:9][CH3:10])=[CH:7][CH:6]=[CH:5][C:4]=1[CH2:11]/[CH:12]=[CH:13]/[C:14]([O:16][CH2:17][CH3:18])=[O:15], predict the reaction product. The product is: [CH3:1][O:2][C:3]1[C:8]([O:9][CH3:10])=[CH:7][CH:6]=[CH:5][C:4]=1[CH2:11][CH:12]=[CH:13][C:14]([O:16][CH2:17][CH3:18])=[O:15]. (4) Given the reactants CC(C)([O-])C.[K+].[C:7]([N:10]1[CH2:15][CH:14]([C:16]2[CH:21]=[CH:20][C:19]([CH2:22][CH:23]([F:25])[F:24])=[CH:18][CH:17]=2)[CH2:13][CH:12]([C:26]([O:28]C)=[O:27])[CH2:11]1)(=[O:9])[CH3:8], predict the reaction product. The product is: [C:7]([N:10]1[CH2:15][CH:14]([C:16]2[CH:21]=[CH:20][C:19]([CH2:22][CH:23]([F:24])[F:25])=[CH:18][CH:17]=2)[CH2:13][CH:12]([C:26]([OH:28])=[O:27])[CH2:11]1)(=[O:9])[CH3:8].